Dataset: Buchwald-Hartwig C-N cross coupling reaction yields with 55,370 reactions. Task: Predict the reaction yield, written as a fraction of the theoretical maximum amount of product (1.0 means a 100% yield; for example, 0.34 means a 34% yield). (1) The reactants are FC(F)(F)c1ccc(Br)cc1.Cc1ccc(N)cc1.O=S(=O)(O[Pd]1c2ccccc2-c2ccccc2N~1)C(F)(F)F.COc1ccc(OC)c(P(C(C)(C)C)C(C)(C)C)c1-c1c(C(C)C)cc(C(C)C)cc1C(C)C.CN(C)C(=NC(C)(C)C)N(C)C.Cc1cc(-n2cccc2)no1. No catalyst specified. The product is Cc1ccc(Nc2ccc(C(F)(F)F)cc2)cc1. The yield is 0.381. (2) The product is CCc1ccc(Nc2ccc(C)cc2)cc1. The reactants are CCc1ccc(Cl)cc1.Cc1ccc(N)cc1.O=S(=O)(O[Pd]1c2ccccc2-c2ccccc2N~1)C(F)(F)F.CC(C)c1cc(C(C)C)c(-c2ccccc2P(C(C)(C)C)C(C)(C)C)c(C(C)C)c1.CN1CCCN2CCCN=C12.c1ccc(CN(Cc2ccccc2)c2ccno2)cc1. The yield is 0.0428. No catalyst specified. (3) No catalyst specified. The reactants are COc1ccc(Br)cc1.Cc1ccc(N)cc1.O=S(=O)(O[Pd]1c2ccccc2-c2ccccc2N~1)C(F)(F)F.CC(C)c1cc(C(C)C)c(-c2ccccc2P(C(C)(C)C)C(C)(C)C)c(C(C)C)c1.CCN=P(N=P(N(C)C)(N(C)C)N(C)C)(N(C)C)N(C)C.c1ccc(-c2cnoc2)cc1. The product is COc1ccc(Nc2ccc(C)cc2)cc1. The yield is 0.164. (4) The reactants are Clc1ccccn1.Cc1ccc(N)cc1.O=S(=O)(O[Pd]1c2ccccc2-c2ccccc2N~1)C(F)(F)F.COc1ccc(OC)c(P([C@]23C[C@H]4C[C@H](C[C@H](C4)C2)C3)[C@]23C[C@H]4C[C@H](C[C@H](C4)C2)C3)c1-c1c(C(C)C)cc(C(C)C)cc1C(C)C.CN(C)C(=NC(C)(C)C)N(C)C.c1ccc(-c2cnoc2)cc1. No catalyst specified. The product is Cc1ccc(Nc2ccccn2)cc1. The yield is 0.173. (5) The yield is 0.615. No catalyst specified. The reactants are CCc1ccc(I)cc1.Cc1ccc(N)cc1.O=S(=O)(O[Pd]1c2ccccc2-c2ccccc2N~1)C(F)(F)F.CC(C)c1cc(C(C)C)c(-c2ccccc2P(C(C)(C)C)C(C)(C)C)c(C(C)C)c1.CN1CCCN2CCCN=C12.CCOC(=O)c1cnoc1C. The product is CCc1ccc(Nc2ccc(C)cc2)cc1. (6) The reactants are Clc1ccccn1.Cc1ccc(N)cc1.O=S(=O)(O[Pd]1c2ccccc2-c2ccccc2N~1)C(F)(F)F.COc1ccc(OC)c(P([C@]23C[C@H]4C[C@H](C[C@H](C4)C2)C3)[C@]23C[C@H]4C[C@H](C[C@H](C4)C2)C3)c1-c1c(C(C)C)cc(C(C)C)cc1C(C)C.CCN=P(N=P(N(C)C)(N(C)C)N(C)C)(N(C)C)N(C)C.Fc1cccc(F)c1-c1ccno1. No catalyst specified. The product is Cc1ccc(Nc2ccccn2)cc1. The yield is 0.215. (7) The product is COc1ccc(Nc2ccc(C)cc2)cc1. No catalyst specified. The reactants are COc1ccc(I)cc1.Cc1ccc(N)cc1.O=S(=O)(O[Pd]1c2ccccc2-c2ccccc2N~1)C(F)(F)F.COc1ccc(OC)c(P(C(C)(C)C)C(C)(C)C)c1-c1c(C(C)C)cc(C(C)C)cc1C(C)C.CN(C)C(=NC(C)(C)C)N(C)C.c1ccc2nocc2c1. The yield is 0.153. (8) The reactants are Ic1ccccn1.Cc1ccc(N)cc1.O=S(=O)(O[Pd]1c2ccccc2-c2ccccc2N~1)C(F)(F)F.COc1ccc(OC)c(P(C(C)(C)C)C(C)(C)C)c1-c1c(C(C)C)cc(C(C)C)cc1C(C)C.CN(C)C(=NC(C)(C)C)N(C)C.c1ccc(-c2ccon2)cc1. No catalyst specified. The product is Cc1ccc(Nc2ccccn2)cc1. The yield is 0.912. (9) No catalyst specified. The yield is 0.113. The product is COc1ccc(Nc2ccc(C)cc2)cc1. The reactants are COc1ccc(I)cc1.Cc1ccc(N)cc1.O=S(=O)(O[Pd]1c2ccccc2-c2ccccc2N~1)C(F)(F)F.COc1ccc(OC)c(P(C(C)(C)C)C(C)(C)C)c1-c1c(C(C)C)cc(C(C)C)cc1C(C)C.CCN=P(N=P(N(C)C)(N(C)C)N(C)C)(N(C)C)N(C)C.c1ccc(-c2cnoc2)cc1.